Task: Predict the reaction yield, written as a fraction of the theoretical maximum amount of product (1.0 means a 100% yield; for example, 0.34 means a 34% yield).. Dataset: Reaction yield outcomes from USPTO patents with 853,638 reactions (1) The reactants are Br[C:2]1[CH:3]=[C:4]([O:8][CH3:9])[CH:5]=[CH:6][CH:7]=1.C(B(CC)[C:13]1[CH:14]=[N:15][CH:16]=[CH:17][CH:18]=1)C.C(=O)([O-])[O-].[Na+].[Na+]. The catalyst is O1CCCC1.O. The product is [CH3:9][O:8][C:4]1[CH:3]=[C:2]([C:13]2[CH:14]=[N:15][CH:16]=[CH:17][CH:18]=2)[CH:7]=[CH:6][CH:5]=1. The yield is 0.990. (2) The reactants are C(O[C:5](=[O:7])[CH3:6])(=O)C.Cl.Cl.[C:10]12([CH2:20][CH2:21][N:22]([NH2:35])[C:23]([NH:25][CH2:26][CH2:27][CH2:28][C:29]3[CH:34]=[CH:33][N:32]=[CH:31][CH:30]=3)=[O:24])[CH2:19][CH:14]3[CH2:15][CH:16]([CH2:18][CH:12]([CH2:13]3)[CH2:11]1)[CH2:17]2. The catalyst is N1C=CC=CC=1. The product is [C:5]([NH:35][N:22]([CH2:21][CH2:20][C:10]12[CH2:11][CH:12]3[CH2:18][CH:16]([CH2:15][CH:14]([CH2:13]3)[CH2:19]1)[CH2:17]2)[C:23]([NH:25][CH2:26][CH2:27][CH2:28][C:29]1[CH:30]=[CH:31][N:32]=[CH:33][CH:34]=1)=[O:24])(=[O:7])[CH3:6]. The yield is 0.580. (3) The reactants are [CH3:1][C:2]1[CH:10]=[CH:9][C:8]([CH3:11])=[CH:7][C:3]=1[C:4]([OH:6])=[O:5].[OH-:12].[Na+]. The catalyst is OS(O)(=O)=O. The product is [OH:12][C:10]1[C:2]([CH3:1])=[C:3]([CH:7]=[C:8]([CH3:11])[CH:9]=1)[C:4]([OH:6])=[O:5]. The yield is 0.440. (4) The reactants are CC(C)(C)C(OC[N:7]1[CH:11]=[N:10][C:9]([C:12]2[CH:17]=[CH:16][C:15]([C:18]3[CH:23]=[CH:22][CH:21]=[C:20]([CH2:24][NH:25][CH:26]4[CH2:34][C:33]5[C:28](=[CH:29][CH:30]=[CH:31][CH:32]=5)[CH2:27]4)[CH:19]=3)=[CH:14][CH:13]=2)=[N:8]1)=O.C[O-].[Na+].CO.[ClH:42].C([O-])([O-])=O.[Na+].[Na+]. The catalyst is CCO.O. The product is [ClH:42].[NH:7]1[CH:11]=[N:10][C:9]([C:12]2[CH:17]=[CH:16][C:15]([C:18]3[CH:23]=[CH:22][CH:21]=[C:20]([CH2:24][NH:25][CH:26]4[CH2:27][C:28]5[C:33](=[CH:32][CH:31]=[CH:30][CH:29]=5)[CH2:34]4)[CH:19]=3)=[CH:14][CH:13]=2)=[N:8]1. The yield is 0.890. (5) The reactants are O[CH2:2][C:3]1[CH:12]=[N:11][C:10]2[N:9]3[CH2:13][CH2:14][CH2:15][C@H:8]3[C:7](=[O:16])[NH:6][C:5]=2[CH:4]=1.Cl.[Cl:18][C:19]1[CH:20]=[C:21]([CH:24]=[CH:25][C:26]=1[N:27]1[CH2:32][CH2:31][NH:30][CH2:29][CH2:28]1)[C:22]#[N:23].[I-].C(C[P+](C)(C)C)#N.C(N(CC)C(C)C)(C)C. The catalyst is C(#N)CC. The product is [Cl:18][C:19]1[CH:20]=[C:21]([CH:24]=[CH:25][C:26]=1[N:27]1[CH2:32][CH2:31][N:30]([CH2:2][C:3]2[CH:12]=[N:11][C:10]3[N:9]4[CH2:13][CH2:14][CH2:15][C@H:8]4[C:7](=[O:16])[NH:6][C:5]=3[CH:4]=2)[CH2:29][CH2:28]1)[C:22]#[N:23]. The yield is 0.702. (6) The reactants are [C:1]([O:4][CH2:5][C:6]([C@:8]1([O:29][C:30](=[O:32])[CH3:31])[C@:24]2([CH3:25])[C@H:11]([C@H:12]3[C@H:21]([C:22](=[O:26])[CH2:23]2)[C@:20]2([CH3:27])[C:15](=[CH:16][C:17](=[O:28])[CH:18]=[CH:19]2)[CH2:14][CH2:13]3)[CH2:10][CH2:9]1)=[O:7])(=[O:3])[CH3:2].[BH4-].[Na+]. The catalyst is C1COCC1.CO.Cl. The product is [C:1]([O:4][CH2:5][C:6]([C@:8]1([O:29][C:30](=[O:32])[CH3:31])[C@:24]2([CH3:25])[C@H:11]([C@H:12]3[C@H:21]([CH:22]([OH:26])[CH2:23]2)[C@:20]2([CH3:27])[C:15](=[CH:16][C:17](=[O:28])[CH:18]=[CH:19]2)[CH2:14][CH2:13]3)[CH2:10][CH2:9]1)=[O:7])(=[O:3])[CH3:2]. The yield is 0.456. (7) The reactants are [CH3:1][O:2][CH2:3][CH2:4][N:5]([CH2:28][CH2:29][N:30](C)[C:31](=O)OCC1C=CC=CC=1)[CH2:6][CH2:7][O:8][CH2:9][CH2:10][O:11][CH2:12][CH2:13][O:14][CH2:15][CH2:16][O:17][CH2:18][CH2:19][O:20][CH2:21][CH2:22][O:23][CH2:24][CH2:25][O:26][CH3:27]. The catalyst is [Pd].CO. The product is [CH3:27][O:26][CH2:25][CH2:24][O:23][CH2:22][CH2:21][O:20][CH2:19][CH2:18][O:17][CH2:16][CH2:15][O:14][CH2:13][CH2:12][O:11][CH2:10][CH2:9][O:8][CH2:7][CH2:6][N:5]([CH2:4][CH2:3][O:2][CH3:1])[CH2:28][CH2:29][NH:30][CH3:31]. The yield is 0.990.